Dataset: Full USPTO retrosynthesis dataset with 1.9M reactions from patents (1976-2016). Task: Predict the reactants needed to synthesize the given product. (1) The reactants are: Cl[C:2]1[C:7]([C:8]([OH:10])=[O:9])=[CH:6][N:5]=[C:4]([Cl:11])[C:3]=1[CH3:12].[Cl:13][C:14]1[CH:15]=[C:16]([CH:18]=[CH:19][CH:20]=1)[NH2:17]. Given the product [Cl:11][C:4]1[C:3]([CH3:12])=[C:2]([NH:17][C:16]2[CH:18]=[CH:19][CH:20]=[C:14]([Cl:13])[CH:15]=2)[C:7]([C:8]([OH:10])=[O:9])=[CH:6][N:5]=1, predict the reactants needed to synthesize it. (2) Given the product [NH2:33][C:29](=[O:32])/[CH:30]=[CH:31]/[C:7]1[CH:12]=[CH:11][C:10]([S:13]([N:16]([CH2:24][C:25]([O:27][CH3:28])=[O:26])[C:17]2[CH:22]=[CH:21][C:20]([CH3:23])=[CH:19][CH:18]=2)(=[O:15])=[O:14])=[CH:9][CH:8]=1, predict the reactants needed to synthesize it. The reactants are: C([O-])(=O)C.[Na+].Br[C:7]1[CH:12]=[CH:11][C:10]([S:13]([N:16]([CH2:24][C:25]([O:27][CH3:28])=[O:26])[C:17]2[CH:22]=[CH:21][C:20]([CH3:23])=[CH:19][CH:18]=2)(=[O:15])=[O:14])=[CH:9][CH:8]=1.[C:29]([NH2:33])(=[O:32])[CH:30]=[CH2:31].C1(P(C2C=CC=CC=2)C2C=CC=CC=2)C=CC=CC=1. (3) Given the product [C:16]([C:15]1[CH:14]=[CH:13][C:12]([CH:18]2[CH2:4][CH:19]2[C:20]([O:22][C:23]([CH3:26])([CH3:25])[CH3:24])=[O:21])=[CH:11][C:10]=1[CH3:9])#[N:17], predict the reactants needed to synthesize it. The reactants are: [H-].[Na+].[I-].[CH3:4][S+](C)(C)=O.[CH3:9][C:10]1[CH:11]=[C:12]([CH:18]=[CH:19][C:20]([O:22][C:23]([CH3:26])([CH3:25])[CH3:24])=[O:21])[CH:13]=[CH:14][C:15]=1[C:16]#[N:17]. (4) Given the product [CH2:10]([C:8]1=[CH:9][N:5]([C:1]([CH3:4])([CH3:3])[CH3:2])[S:6]/[C:7]/1=[N:14]\[C:24]([C:21]1([CH3:27])[CH2:22][CH2:23][CH:19]([C:17]([O:16][CH3:15])=[O:18])[C:20]1([CH3:29])[CH3:28])=[O:25])[CH2:11][CH2:12][CH3:13], predict the reactants needed to synthesize it. The reactants are: [C:1]([N:5]1[CH:9]=[C:8]([CH2:10][CH2:11][CH2:12][CH3:13])[C:7](=[NH:14])[S:6]1)([CH3:4])([CH3:3])[CH3:2].[CH3:15][O:16][C:17]([CH:19]1[CH2:23][CH2:22][C:21]([CH3:27])([C:24](O)=[O:25])[C:20]1([CH3:29])[CH3:28])=[O:18].C(N(CC)CC)C.